This data is from NCI-60 drug combinations with 297,098 pairs across 59 cell lines. The task is: Regression. Given two drug SMILES strings and cell line genomic features, predict the synergy score measuring deviation from expected non-interaction effect. (1) Drug 1: C1CCC(CC1)NC(=O)N(CCCl)N=O. Drug 2: C1=CC(=CC=C1C#N)C(C2=CC=C(C=C2)C#N)N3C=NC=N3. Cell line: SNB-19. Synergy scores: CSS=32.4, Synergy_ZIP=-9.89, Synergy_Bliss=-6.20, Synergy_Loewe=-5.16, Synergy_HSA=-5.75. (2) Drug 1: CC1OCC2C(O1)C(C(C(O2)OC3C4COC(=O)C4C(C5=CC6=C(C=C35)OCO6)C7=CC(=C(C(=C7)OC)O)OC)O)O. Drug 2: CC1=C(N=C(N=C1N)C(CC(=O)N)NCC(C(=O)N)N)C(=O)NC(C(C2=CN=CN2)OC3C(C(C(C(O3)CO)O)O)OC4C(C(C(C(O4)CO)O)OC(=O)N)O)C(=O)NC(C)C(C(C)C(=O)NC(C(C)O)C(=O)NCCC5=NC(=CS5)C6=NC(=CS6)C(=O)NCCC[S+](C)C)O. Cell line: DU-145. Synergy scores: CSS=23.9, Synergy_ZIP=0.356, Synergy_Bliss=3.20, Synergy_Loewe=3.12, Synergy_HSA=4.70. (3) Cell line: SW-620. Drug 2: CC12CCC3C(C1CCC2OP(=O)(O)O)CCC4=C3C=CC(=C4)OC(=O)N(CCCl)CCCl.[Na+]. Drug 1: C1=NC2=C(N1)C(=S)N=CN2. Synergy scores: CSS=9.05, Synergy_ZIP=-5.02, Synergy_Bliss=-1.53, Synergy_Loewe=-21.7, Synergy_HSA=-3.07. (4) Drug 1: CC(CN1CC(=O)NC(=O)C1)N2CC(=O)NC(=O)C2. Drug 2: CCC1(CC2CC(C3=C(CCN(C2)C1)C4=CC=CC=C4N3)(C5=C(C=C6C(=C5)C78CCN9C7C(C=CC9)(C(C(C8N6C=O)(C(=O)OC)O)OC(=O)C)CC)OC)C(=O)OC)O.OS(=O)(=O)O. Cell line: MOLT-4. Synergy scores: CSS=72.4, Synergy_ZIP=0.874, Synergy_Bliss=0.879, Synergy_Loewe=-3.64, Synergy_HSA=0.661.